This data is from Reaction yield outcomes from USPTO patents with 853,638 reactions. The task is: Predict the reaction yield, written as a fraction of the theoretical maximum amount of product (1.0 means a 100% yield; for example, 0.34 means a 34% yield). (1) The reactants are C(O[CH:6]([N:10]([CH3:12])[CH3:11])[N:7]([CH3:9])[CH3:8])(C)(C)C.[CH3:13][O:14][CH2:15][C:16]#[N:17]. No catalyst specified. The product is [CH3:12][N:10]([CH3:11])[CH:6]([N:7]([CH3:8])[CH3:9])[CH:15]([O:14][CH3:13])[C:16]#[N:17]. The yield is 0.330. (2) The reactants are N1C=CC=CC=1.[NH2:7][C:8]1[CH:18]=[CH:17][C:11]([C:12]([O:14][CH2:15][CH3:16])=[O:13])=[CH:10][CH:9]=1.[CH:19]1[C:28]2[C:23](=[CH:24][CH:25]=[CH:26][CH:27]=2)[CH:22]=[CH:21][C:20]=1/[CH:29]=[CH:30]/[C:31](Cl)=[O:32]. The catalyst is C(Cl)Cl. The product is [CH:19]1[C:28]2[C:23](=[CH:24][CH:25]=[CH:26][CH:27]=2)[CH:22]=[CH:21][C:20]=1[CH:29]=[CH:30][C:31]([NH:7][C:8]1[CH:9]=[CH:10][C:11]([C:12]([O:14][CH2:15][CH3:16])=[O:13])=[CH:17][CH:18]=1)=[O:32]. The yield is 0.800. (3) The reactants are [F:1][C:2]1[CH:7]=[CH:6][C:5]([N:8]2[C:12]3([CH2:17][CH2:16][NH:15][CH2:14][CH2:13]3)[C:11](=[O:18])[N:10]([CH2:19][C:20]3[CH:21]=[C:22]([CH:30]=[CH:31][CH:32]=3)C(OC(C)(C)C)=O)[CH2:9]2)=[CH:4][CH:3]=1.Cl[CH2:34][CH2:35][CH2:36][N:37]1[C:41]2[CH:42]=[CH:43][CH:44]=[CH:45][C:40]=2[N:39]([CH:46]2[CH2:48][CH2:47]2)[C:38]1=[O:49].[I-].[Na+].[C:52](=[O:55])([O-])[O-:53].[K+].[K+]. The catalyst is CC(=O)CC. The product is [CH:46]1([N:39]2[C:40]3[CH:45]=[CH:44][CH:43]=[CH:42][C:41]=3[N:37]([CH2:36][CH2:35][CH2:34][N:15]3[CH2:16][CH2:17][C:12]4([N:8]([C:5]5[CH:4]=[CH:3][C:2]([F:1])=[CH:7][CH:6]=5)[CH2:9][N:10]([CH2:19][C:20]5[CH:21]=[CH:22][CH:30]=[CH:31][C:32]=5[C:52]([O:53][C:12]([CH3:17])([CH3:13])[CH3:11])=[O:55])[C:11]4=[O:18])[CH2:13][CH2:14]3)[C:38]2=[O:49])[CH2:48][CH2:47]1. The yield is 0.650. (4) The yield is 0.870. The catalyst is CN(C=O)C.CO. The reactants are [CH:1]([C:3]1[C:11]2[CH:10]=[CH:9][CH:8]=[CH:7][C:6]=2[N:5]2[CH2:12][CH2:13][N:14](C(OC(C)(C)C)=O)[CH2:15][CH2:16][C:4]=12)=[O:2].[F:24][C:25]([F:36])([F:35])C(OC(=O)[C:25]([F:36])([F:35])[F:24])=O.Cl. The product is [F:24][C:25]([F:36])([F:35])[C:1]([C:3]1[C:11]2[CH:10]=[CH:9][CH:8]=[CH:7][C:6]=2[N:5]2[CH2:12][CH2:13][NH:14][CH2:15][CH2:16][C:4]=12)=[O:2]. (5) The reactants are C([O:3][C:4](=[O:41])[CH2:5][N:6]([S:33]([N:36]1[CH2:40][CH2:39][CH2:38][CH2:37]1)(=[O:35])=[O:34])[CH2:7][C:8]1[CH:13]=[CH:12][CH:11]=[C:10]([O:14][CH2:15][CH2:16][C:17]2[N:18]=[C:19]([C:23]3[CH:28]=[CH:27][C:26]([C:29]([F:32])([F:31])[F:30])=[CH:25][CH:24]=3)[O:20][C:21]=2[CH3:22])[CH:9]=1)C.O.[OH-].[Li+]. No catalyst specified. The product is [N:36]1([S:33]([N:6]([CH2:5][C:4]([OH:41])=[O:3])[CH2:7][C:8]2[CH:13]=[CH:12][CH:11]=[C:10]([O:14][CH2:15][CH2:16][C:17]3[N:18]=[C:19]([C:23]4[CH:24]=[CH:25][C:26]([C:29]([F:31])([F:30])[F:32])=[CH:27][CH:28]=4)[O:20][C:21]=3[CH3:22])[CH:9]=2)(=[O:34])=[O:35])[CH2:40][CH2:39][CH2:38][CH2:37]1. The yield is 0.990. (6) The reactants are [F:1][C:2]1[C:3]([CH3:11])=[C:4]([CH:8]=[CH:9][CH:10]=1)[C:5]([OH:7])=[O:6].CN(CCN(C)C)C.[Li][CH:21]([CH2:23][CH3:24])[CH3:22].[Br-:25].[CH2:26]1[CH2:30][O:29][CH2:28][CH2:27]1. No catalyst specified. The product is [Br:25][C:21]1[CH:23]=[CH:24][C:28]([O:29][CH3:30])=[C:27]([CH2:26][CH2:11][C:3]2[C:2]([F:1])=[CH:10][CH:9]=[CH:8][C:4]=2[C:5]([OH:7])=[O:6])[CH:22]=1. The yield is 0.660. (7) The reactants are [CH3:1][C:2]([C:12]1[C:20]2[O:19][CH2:18][CH2:17][C:16]=2[CH:15]=[C:14]([S:21]([CH3:24])(=[O:23])=[O:22])[CH:13]=1)([CH3:11])[CH2:3][C:4]1([C:7]([F:10])([F:9])[F:8])[CH2:6][O:5]1.[NH:25]1[C:33]2[CH2:32][CH2:31][CH2:30][C:29](=[O:34])[C:28]=2[CH:27]=[CH:26]1.[O-]CC.[Na+]. The catalyst is C(O)C.C(OCC)(=O)C. The product is [OH:5][C:4]([C:7]([F:9])([F:8])[F:10])([CH2:3][C:2]([C:12]1[C:20]2[O:19][CH2:18][CH2:17][C:16]=2[CH:15]=[C:14]([S:21]([CH3:24])(=[O:23])=[O:22])[CH:13]=1)([CH3:11])[CH3:1])[CH2:6][N:25]1[C:33]2[CH2:32][CH2:31][CH2:30][C:29](=[O:34])[C:28]=2[CH:27]=[CH:26]1. The yield is 0.580.